Dataset: Full USPTO retrosynthesis dataset with 1.9M reactions from patents (1976-2016). Task: Predict the reactants needed to synthesize the given product. (1) Given the product [CH3:40][C:17]1([CH3:39])[S:18](=[O:38])(=[O:37])[C:19]2([CH3:33])[CH2:34][CH2:35][O:36][C:24]3[CH:25]=[CH:26][C:27]([N+:29]([O-:31])=[O:30])=[CH:28][C:23]=3[C@@:20]2([CH3:22])[N:21]=[C:16]1[N:8]([C:6]([O:5][C:1]([CH3:3])([CH3:4])[CH3:2])=[O:7])[C:9](=[O:15])[O:10][C:11]([CH3:14])([CH3:13])[CH3:12], predict the reactants needed to synthesize it. The reactants are: [C:1]([O:5][C:6]([N:8]([C:16]1[C:17]([CH3:40])([CH3:39])[S:18](=[O:38])(=[O:37])[C:19]([CH2:34][CH2:35][OH:36])([CH3:33])[C@:20]([C:23]2[CH:28]=[C:27]([N+:29]([O-:31])=[O:30])[CH:26]=[CH:25][C:24]=2F)([CH3:22])[N:21]=1)[C:9](=[O:15])[O:10][C:11]([CH3:14])([CH3:13])[CH3:12])=[O:7])([CH3:4])([CH3:3])[CH3:2].C(=O)([O-])[O-].[Cs+].[Cs+]. (2) Given the product [CH2:1]([C@H:8]([NH:24][C:25]([C:27]1[CH:28]=[CH:29][CH:30]=[C:31]2[C:36]=1[N:35]=[CH:34][N:33]([CH:37]([CH2:41][CH2:42][CH3:43])[CH2:38][CH2:39][CH3:40])[C:32]2=[O:44])=[O:26])[C@H:9]([OH:23])[CH2:10][NH:11][CH2:12][C:13]1[CH:18]=[CH:17][CH:16]=[C:15]([C:19]([F:21])([F:22])[F:20])[CH:14]=1)[C:2]1[CH:3]=[CH:4][CH:5]=[CH:6][CH:7]=1, predict the reactants needed to synthesize it. The reactants are: [CH2:1]([C@H:8]([NH:24][C:25]([C:27]1[CH:28]=[C:29](Cl)[CH:30]=[C:31]2[C:36]=1[N:35]=[CH:34][N:33]([CH:37]([CH2:41][CH2:42][CH3:43])[CH2:38][CH2:39][CH3:40])[C:32]2=[O:44])=[O:26])[C@H:9]([OH:23])[CH2:10][NH:11][CH2:12][C:13]1[CH:18]=[CH:17][CH:16]=[C:15]([C:19]([F:22])([F:21])[F:20])[CH:14]=1)[C:2]1[CH:7]=[CH:6][CH:5]=[CH:4][CH:3]=1.[H][H]. (3) Given the product [C:1]([O:5][C:6]([N:8]1[CH2:13][CH2:12][N:11]([CH2:14][C:15]2[C:24]3[C:19](=[CH:20][CH:21]=[C:22]([C:47]4[CH:48]=[C:43]([C:42](=[O:60])[NH:41][CH:38]5[CH2:39][CH2:40]5)[CH:44]=[C:45]([F:59])[C:46]=4[CH3:58])[CH:23]=3)[C:18](=[O:26])[NH:17][CH:16]=2)[CH2:10][C@@H:9]1[CH2:36][OH:37])=[O:7])([CH3:3])([CH3:4])[CH3:2], predict the reactants needed to synthesize it. The reactants are: [C:1]([O:5][C:6]([N:8]1[CH2:13][CH2:12][N:11]([CH2:14][C:15]2[C:24]3[C:19](=[CH:20][CH:21]=[C:22](Br)[CH:23]=3)[C:18](=[O:26])[N:17](S(C3C=CC=CC=3)(=O)=O)[CH:16]=2)[CH2:10][C@@H:9]1[CH2:36][OH:37])=[O:7])([CH3:4])([CH3:3])[CH3:2].[CH:38]1([NH:41][C:42](=[O:60])[C:43]2[CH:48]=[C:47](B3OC(C)(C)C(C)(C)O3)[C:46]([CH3:58])=[C:45]([F:59])[CH:44]=2)[CH2:40][CH2:39]1.C(=O)([O-])[O-].[K+].[K+].C(O)(=O)C. (4) Given the product [Cl:1][C:2]1[CH:3]=[CH:4][C:5]([C:8]2([C:11]([N:14]3[CH2:18][CH2:17][C@H:16]([OH:19])[CH2:15]3)=[O:13])[CH2:9][CH2:10]2)=[CH:6][CH:7]=1, predict the reactants needed to synthesize it. The reactants are: [Cl:1][C:2]1[CH:7]=[CH:6][C:5]([C:8]2([C:11]([OH:13])=O)[CH2:10][CH2:9]2)=[CH:4][CH:3]=1.[NH:14]1[CH2:18][CH2:17][C@H:16]([OH:19])[CH2:15]1.F[P-](F)(F)(F)(F)F.N1(O[P+](N(C)C)(N(C)C)N(C)C)C2C=CC=CC=2N=N1.CCN(C(C)C)C(C)C. (5) Given the product [CH:4]1([C:10]2[C:18]3[C:17](=[O:19])[NH:16][C:15]([C:20]4[CH:25]=[CH:24][C:23]([N:26]5[CH2:31][CH2:30][CH:29]([OH:32])[CH2:28][CH2:27]5)=[CH:22][C:21]=4[O:33][CH3:34])=[N:14][C:13]=3[N:12]([CH3:35])[N:11]=2)[CH2:5][CH2:6][CH2:7][CH2:8][CH2:9]1, predict the reactants needed to synthesize it. The reactants are: C(O)C.[CH:4]1([C:10]2[C:18]3[C:17](=[O:19])[NH:16][C:15]([C:20]4[CH:25]=[CH:24][C:23]([N:26]5[CH2:31][CH2:30][C:29](=[O:32])[CH2:28][CH2:27]5)=[CH:22][C:21]=4[O:33][CH3:34])=[N:14][C:13]=3[N:12]([CH3:35])[N:11]=2)[CH2:9][CH2:8][CH2:7][CH2:6][CH2:5]1.[BH4-].[Na+]. (6) The reactants are: [N:1]1[CH:6]=[CH:5][CH:4]=[CH:3][C:2]=1[C:7]1[C:11]([C:12]([F:15])([F:14])[F:13])=[C:10]([C:16]2[O:20][N:19]=[C:18]3[C:21]4[C:26]([CH2:27][CH2:28][C:17]=23)=[CH:25][C:24]([CH:29]=C)=[CH:23][CH:22]=4)[O:9][N:8]=1.C[N+]1([O-])CC[O:35]CC1.I([O-])(=O)(=O)=O.[Na+].O. Given the product [N:1]1[CH:6]=[CH:5][CH:4]=[CH:3][C:2]=1[C:7]1[C:11]([C:12]([F:15])([F:14])[F:13])=[C:10]([C:16]2[O:20][N:19]=[C:18]3[C:21]4[C:26]([CH2:27][CH2:28][C:17]=23)=[CH:25][C:24]([CH:29]=[O:35])=[CH:23][CH:22]=4)[O:9][N:8]=1, predict the reactants needed to synthesize it. (7) Given the product [CH3:13][N:14]1[CH:18]=[C:17]([C:19]2[CH:24]=[C:23]([O:25][C:26]3[CH:27]=[CH:28][C:29]([NH:32][C:8]([NH:6][C:1](=[O:5])[CH:2]([CH3:4])[CH3:3])=[O:9])=[N:30][CH:31]=3)[CH:22]=[CH:21][N:20]=2)[CH:16]=[N:15]1, predict the reactants needed to synthesize it. The reactants are: [C:1]([NH2:6])(=[O:5])[CH:2]([CH3:4])[CH3:3].C(Cl)(=O)[C:8](Cl)=[O:9].[CH3:13][N:14]1[CH:18]=[C:17]([C:19]2[CH:24]=[C:23]([O:25][C:26]3[CH:27]=[CH:28][C:29]([NH2:32])=[N:30][CH:31]=3)[CH:22]=[CH:21][N:20]=2)[CH:16]=[N:15]1.N1C=CC=CC=1. (8) Given the product [Cl:1][C:2]1[CH:3]=[C:4]([C:5]([NH:27][CH2:28][CH2:29][N:30]2[CH2:34][CH2:33][CH2:32][CH2:31]2)=[O:7])[CH:8]=[CH:9][C:10]=1[C:11]([NH:12][C:13]1[CH:18]=[CH:17][C:16]([Cl:19])=[C:15]([C:20]2[CH:25]=[CH:24][CH:23]=[CH:22][N:21]=2)[CH:14]=1)=[O:26], predict the reactants needed to synthesize it. The reactants are: [Cl:1][C:2]1[CH:3]=[C:4]([CH:8]=[CH:9][C:10]=1[C:11](=[O:26])[NH:12][C:13]1[CH:18]=[CH:17][C:16]([Cl:19])=[C:15]([C:20]2[CH:25]=[CH:24][CH:23]=[CH:22][N:21]=2)[CH:14]=1)[C:5]([OH:7])=O.[NH2:27][CH2:28][CH2:29][N:30]1[CH2:34][CH2:33][CH2:32][CH2:31]1.